Task: Predict the reactants needed to synthesize the given product.. Dataset: Full USPTO retrosynthesis dataset with 1.9M reactions from patents (1976-2016) (1) The reactants are: [CH3:1][C:2]1([CH3:14])[C:6]([CH3:8])([CH3:7])[O:5][B:4]([C:9]2[CH:10]=[N:11][NH:12][CH:13]=2)[O:3]1.C(#N)C.[O:18]1[CH2:23][CH2:22][CH:21](/[CH:24]=[CH:25]/[C:26]#[N:27])[CH2:20][CH2:19]1.N12CCCN=C1CCCCC2. Given the product [O:18]1[CH2:23][CH2:22][CH:21]([CH:24]([N:12]2[CH:13]=[C:9]([B:4]3[O:5][C:6]([CH3:7])([CH3:8])[C:2]([CH3:14])([CH3:1])[O:3]3)[CH:10]=[N:11]2)[CH2:25][C:26]#[N:27])[CH2:20][CH2:19]1, predict the reactants needed to synthesize it. (2) Given the product [Cl:1][C:2]1[CH:14]=[CH:13][C:5]2[C:6]([CH3:12])=[N:7][N:8]([CH3:16])[S:9](=[O:11])(=[O:10])[C:4]=2[C:3]=1[Cl:15], predict the reactants needed to synthesize it. The reactants are: [Cl:1][C:2]1[CH:14]=[CH:13][C:5]2[C:6]([CH3:12])=[N:7][NH:8][S:9](=[O:11])(=[O:10])[C:4]=2[C:3]=1[Cl:15].[CH3:16]I. (3) Given the product [Cl:36][C:37]1[CH:38]=[C:39]([C:42]([N:57]([CH2:56][C:55]2[CH:83]=[CH:84][C:85]([O:87][CH3:88])=[CH:86][C:54]=2[O:53][CH3:52])[CH2:58][C:59]#[C:60][C:61]2[CH:66]=[CH:65][N:64]=[C:63]([C:67]([N:69]3[CH2:75][CH2:74][CH2:73][N:72]([C:76]([O:78][C:79]([CH3:82])([CH3:80])[CH3:81])=[O:77])[CH2:71][CH2:70]3)=[O:68])[CH:62]=2)=[O:44])[NH:40][CH:41]=1, predict the reactants needed to synthesize it. The reactants are: FC(F)(F)C([O-])=O.ClC1C=C2C(=O)NC=C(CC3C=CC(F)=C(C=3)C(N3CCC[NH2+]CC3)=O)N2C=1.[Cl:36][C:37]1[CH:38]=[C:39]([C:42]([O:44]N2C(=O)CCC2=O)=O)[NH:40][CH:41]=1.[CH3:52][O:53][C:54]1[CH:86]=[C:85]([O:87][CH3:88])[CH:84]=[CH:83][C:55]=1[CH2:56][NH:57][CH2:58][C:59]#[C:60][C:61]1[CH:66]=[CH:65][N:64]=[C:63]([C:67]([N:69]2[CH2:75][CH2:74][CH2:73][N:72]([C:76]([O:78][C:79]([CH3:82])([CH3:81])[CH3:80])=[O:77])[CH2:71][CH2:70]2)=[O:68])[CH:62]=1.C([O-])(O)=O.[Na+]. (4) The reactants are: [F:1][C:2]1([F:54])[CH2:7][CH2:6][CH:5]([C:8]2[C:17]3[CH:16]([O:18]CC4C=CC(OC)=CC=4)[CH2:15][C:14]([CH3:29])([CH3:28])[CH2:13][C:12]=3[N:11]=[C:10]([CH:30]3[CH2:35][CH2:34][N:33]([C:36]4[N:41]=[CH:40][CH:39]=[CH:38][N:37]=4)[CH2:32][CH2:31]3)[C:9]=2[CH:42]([F:53])[C:43]2[CH:48]=[CH:47][C:46]([C:49]([F:52])([F:51])[F:50])=[CH:45][CH:44]=2)[CH2:4][CH2:3]1.Cl.C(=O)([O-])O.[Na+]. Given the product [F:54][C:2]1([F:1])[CH2:3][CH2:4][CH:5]([C:8]2[C:17]3[CH:16]([OH:18])[CH2:15][C:14]([CH3:28])([CH3:29])[CH2:13][C:12]=3[N:11]=[C:10]([CH:30]3[CH2:31][CH2:32][N:33]([C:36]4[N:41]=[CH:40][CH:39]=[CH:38][N:37]=4)[CH2:34][CH2:35]3)[C:9]=2[CH:42]([F:53])[C:43]2[CH:44]=[CH:45][C:46]([C:49]([F:50])([F:52])[F:51])=[CH:47][CH:48]=2)[CH2:6][CH2:7]1, predict the reactants needed to synthesize it. (5) Given the product [Br:17][C:8]1[CH:9]=[C:4]([O:3][CH:2]([F:1])[F:11])[C:5]([OH:10])=[N:6][CH:7]=1, predict the reactants needed to synthesize it. The reactants are: [F:1][CH:2]([F:11])[O:3][C:4]1[C:5]([OH:10])=[N:6][CH:7]=[CH:8][CH:9]=1.C([O-])(=O)C.[Na+].[Br:17]Br. (6) Given the product [Br:1][C:18]1[C:19]2[CH:20]=[CH:21][O:22][C:23]=2[C:15]([O:14][CH2:13][CH2:12][CH2:11][O:10][CH3:9])=[CH:16][C:17]=1[CH2:24][OH:25], predict the reactants needed to synthesize it. The reactants are: [Br:1]N1C(=O)CCC1=O.[CH3:9][O:10][CH2:11][CH2:12][CH2:13][O:14][C:15]1[C:23]2[O:22][CH:21]=[CH:20][C:19]=2[CH:18]=[C:17]([CH2:24][OH:25])[CH:16]=1. (7) Given the product [F:20][C:21]1[CH:27]=[CH:26][C:24]([NH:25][C:6]2[CH:7]=[CH:8][CH:9]=[C:4]([N+:1]([O-:3])=[O:2])[CH:5]=2)=[CH:23][C:22]=1[N+:28]([O-:30])=[O:29], predict the reactants needed to synthesize it. The reactants are: [N+:1]([C:4]1[CH:5]=[C:6](B(O)O)[CH:7]=[CH:8][CH:9]=1)([O-:3])=[O:2].C(N(CC)CC)C.[F:20][C:21]1[CH:27]=[CH:26][C:24]([NH2:25])=[CH:23][C:22]=1[N+:28]([O-:30])=[O:29]. (8) Given the product [N:1]([CH2:4][CH:5]1[NH:10][C:9]2[C:11]([C:19]3[CH:20]=[CH:21][CH:22]=[CH:23][C:18]=3[CH3:17])=[CH:12][C:13]([Cl:15])=[CH:14][C:8]=2[O:7][CH2:6]1)=[N+:2]=[N-:3], predict the reactants needed to synthesize it. The reactants are: [N:1]([CH2:4][CH:5]1[NH:10][C:9]2[C:11](Br)=[CH:12][C:13]([Cl:15])=[CH:14][C:8]=2[O:7][CH2:6]1)=[N+:2]=[N-:3].[CH3:17][C:18]1[CH:23]=[CH:22][CH:21]=[CH:20][C:19]=1B(O)O. (9) The reactants are: [NH2:1][C@H:2]1[CH2:7][CH2:6][C@H:5]([CH2:8][NH:9][C:10]2[C:15]([N+:16]([O-:18])=[O:17])=[CH:14][N:13]=[C:12]([NH:19][CH2:20][C:21]3[CH:26]=[CH:25][CH:24]=[CH:23][C:22]=3[O:27][C:28]([F:31])([F:30])[F:29])[N:11]=2)[CH2:4][CH2:3]1.Br[CH2:33][CH2:34][CH2:35][CH2:36]Br.CCN(C(C)C)C(C)C. Given the product [N+:16]([C:15]1[C:10]([NH:9][CH2:8][C@H:5]2[CH2:4][CH2:3][C@H:2]([N:1]3[CH2:36][CH2:35][CH2:34][CH2:33]3)[CH2:7][CH2:6]2)=[N:11][C:12]([NH:19][CH2:20][C:21]2[CH:26]=[CH:25][CH:24]=[CH:23][C:22]=2[O:27][C:28]([F:30])([F:31])[F:29])=[N:13][CH:14]=1)([O-:18])=[O:17], predict the reactants needed to synthesize it. (10) Given the product [CH3:1][N:2]1[CH2:6][CH2:5][CH2:4][C@H:3]1[C:7]([NH:16][C:15]1[CH:17]=[CH:18][CH:19]=[C:13]([N+:10]([O-:12])=[O:11])[CH:14]=1)=[O:9], predict the reactants needed to synthesize it. The reactants are: [CH3:1][N:2]1[CH2:6][CH2:5][CH2:4][C@H:3]1[C:7]([OH:9])=O.[N+:10]([C:13]1[CH:14]=[C:15]([CH:17]=[CH:18][CH:19]=1)[NH2:16])([O-:12])=[O:11].CN(C(ON1N=NC2C=CC=NC1=2)=[N+](C)C)C.F[P-](F)(F)(F)(F)F.CCOC(C)=O.